From a dataset of Peptide-MHC class I binding affinity with 185,985 pairs from IEDB/IMGT. Regression. Given a peptide amino acid sequence and an MHC pseudo amino acid sequence, predict their binding affinity value. This is MHC class I binding data. (1) The peptide sequence is VLNPYMPSV. The MHC is HLA-A02:01 with pseudo-sequence HLA-A02:01. The binding affinity (normalized) is 0.919. (2) The peptide sequence is AVFIHNFKRK. The MHC is HLA-A11:01 with pseudo-sequence HLA-A11:01. The binding affinity (normalized) is 0.772. (3) The peptide sequence is RTLLAGIVQQQ. The MHC is Mamu-A01 with pseudo-sequence Mamu-A01. The binding affinity (normalized) is 0. (4) The peptide sequence is TRAADEPPL. The MHC is HLA-A02:01 with pseudo-sequence HLA-A02:01. The binding affinity (normalized) is 0. (5) The peptide sequence is YTPGPGIRY. The MHC is HLA-A68:02 with pseudo-sequence HLA-A68:02. The binding affinity (normalized) is 0. (6) The peptide sequence is AFEDLRVSSF. The MHC is HLA-A23:01 with pseudo-sequence HLA-A23:01. The binding affinity (normalized) is 0.217. (7) The peptide sequence is YNCKCCWFA. The MHC is HLA-A02:06 with pseudo-sequence HLA-A02:06. The binding affinity (normalized) is 0.